This data is from Peptide-MHC class II binding affinity with 134,281 pairs from IEDB. The task is: Regression. Given a peptide amino acid sequence and an MHC pseudo amino acid sequence, predict their binding affinity value. This is MHC class II binding data. (1) The peptide sequence is EPIAAYHFDLSGKAF. The MHC is DRB1_1001 with pseudo-sequence DRB1_1001. The binding affinity (normalized) is 0.685. (2) The peptide sequence is AANIRALNVPPSLDCRY. The MHC is DRB1_0301 with pseudo-sequence DRB1_0301. The binding affinity (normalized) is 0. (3) The peptide sequence is EREKSAAIDGEYRLK. The MHC is DRB3_0101 with pseudo-sequence DRB3_0101. The binding affinity (normalized) is 0.144.